Dataset: Retrosynthesis with 50K atom-mapped reactions and 10 reaction types from USPTO. Task: Predict the reactants needed to synthesize the given product. (1) The reactants are: CCOC(=O)CC1CCC(c2ncc(-c3ccc(NC(=O)c4nc(-c5ccccc5)oc4C(F)(F)F)cc3)s2)CC1. Given the product CCOC(=O)CC1CCC(c2ncc(-c3ccc(NC(=O)c4nc(-c5ccccc5)oc4C)cc3)s2)CC1, predict the reactants needed to synthesize it. (2) Given the product Cc1cc(-c2nnn(C)n2)ncc1-c1ccc2c(c1)OCC(c1c(F)cccc1F)N2, predict the reactants needed to synthesize it. The reactants are: CC1(C)OB(c2ccc3c(c2)OCC(c2c(F)cccc2F)N3)OC1(C)C.Cc1cc(-c2nnn(C)n2)ncc1Br. (3) Given the product CCOC(=O)CCN(C(=O)c1ccc2c(c1)nc(CN(C)c1ccc(C(=N)NC(=O)c3ccccc3)cc1)n2C)c1ccccn1, predict the reactants needed to synthesize it. The reactants are: CCOC(=O)CCN(C(=O)c1ccc2c(c1)nc(CN(C)c1ccc(C(=N)N)cc1)n2C)c1ccccn1.O=C(Cl)c1ccccc1. (4) Given the product O=C(N[C@@H](Cc1ccc(Cl)c(Cl)c1)C(=O)O)c1ccc(Cl)cc1NS(=O)(=O)c1cccc2nsnc12, predict the reactants needed to synthesize it. The reactants are: COC(=O)[C@H](Cc1ccc(Cl)c(Cl)c1)NC(=O)c1ccc(Cl)cc1NS(=O)(=O)c1cccc2nsnc12. (5) Given the product COC(C(=O)NCc1cc(F)cc(F)c1)C(=O)NC1C(=O)N(C)c2ccccc2-c2ccccc21, predict the reactants needed to synthesize it. The reactants are: CN1C(=O)C(N)c2ccccc2-c2ccccc21.COC(C(=O)O)C(=O)NCc1cc(F)cc(F)c1. (6) Given the product CCOc1cc(CN2CCC(NC(=O)c3ccc(N(C)C)nc3)CC2)ccc1Cl, predict the reactants needed to synthesize it. The reactants are: CCOc1cc(CN2CCC(N)CC2)ccc1Cl.CN(C)c1ccc(C(=O)O)cn1. (7) Given the product C=Cc1ccc(Br)cc1F, predict the reactants needed to synthesize it. The reactants are: ClCCl.O=Cc1ccc(Br)cc1F. (8) Given the product Fc1ccc(-c2ncn(-c3ccc([C@H]4CNCCO4)cc3)n2)cc1, predict the reactants needed to synthesize it. The reactants are: CC(C)(C)OC(=O)N1CCO[C@@H](c2ccc(-n3cnc(-c4ccc(F)cc4)n3)cc2)C1.